Dataset: NCI-60 drug combinations with 297,098 pairs across 59 cell lines. Task: Regression. Given two drug SMILES strings and cell line genomic features, predict the synergy score measuring deviation from expected non-interaction effect. (1) Drug 1: CCC1(CC2CC(C3=C(CCN(C2)C1)C4=CC=CC=C4N3)(C5=C(C=C6C(=C5)C78CCN9C7C(C=CC9)(C(C(C8N6C=O)(C(=O)OC)O)OC(=O)C)CC)OC)C(=O)OC)O.OS(=O)(=O)O. Drug 2: CC1=C2C(C(=O)C3(C(CC4C(C3C(C(C2(C)C)(CC1OC(=O)C(C(C5=CC=CC=C5)NC(=O)C6=CC=CC=C6)O)O)OC(=O)C7=CC=CC=C7)(CO4)OC(=O)C)O)C)OC(=O)C. Cell line: NCIH23. Synergy scores: CSS=38.7, Synergy_ZIP=-8.51, Synergy_Bliss=-11.1, Synergy_Loewe=-9.99, Synergy_HSA=-8.08. (2) Drug 1: CCC1=CC2CC(C3=C(CN(C2)C1)C4=CC=CC=C4N3)(C5=C(C=C6C(=C5)C78CCN9C7C(C=CC9)(C(C(C8N6C)(C(=O)OC)O)OC(=O)C)CC)OC)C(=O)OC.C(C(C(=O)O)O)(C(=O)O)O. Drug 2: CC1C(C(CC(O1)OC2CC(CC3=C2C(=C4C(=C3O)C(=O)C5=C(C4=O)C(=CC=C5)OC)O)(C(=O)C)O)N)O.Cl. Cell line: HCT-15. Synergy scores: CSS=28.1, Synergy_ZIP=-3.27, Synergy_Bliss=5.36, Synergy_Loewe=6.10, Synergy_HSA=6.15. (3) Drug 1: CNC(=O)C1=NC=CC(=C1)OC2=CC=C(C=C2)NC(=O)NC3=CC(=C(C=C3)Cl)C(F)(F)F. Drug 2: CN1C2=C(C=C(C=C2)N(CCCl)CCCl)N=C1CCCC(=O)O.Cl. Cell line: SK-MEL-2. Synergy scores: CSS=3.95, Synergy_ZIP=3.29, Synergy_Bliss=-0.626, Synergy_Loewe=-5.33, Synergy_HSA=-0.871.